From a dataset of Acute oral toxicity (LD50) regression data from Zhu et al.. Regression/Classification. Given a drug SMILES string, predict its toxicity properties. Task type varies by dataset: regression for continuous values (e.g., LD50, hERG inhibition percentage) or binary classification for toxic/non-toxic outcomes (e.g., AMES mutagenicity, cardiotoxicity, hepatotoxicity). Dataset: ld50_zhu. (1) The molecule is CCCP(=O)(CCC)CCC. The rat oral LD50 is 2.10, given as -log10 of the dose in mol/kg body weight (higher means more acutely toxic). (2) The compound is COc1ccc(N)cc1OC. The rat oral LD50 is 2.35, given as -log10 of the dose in mol/kg body weight (higher means more acutely toxic). (3) The molecule is CN1c2c(oc(=O)n(-c3ccccn3)c2=O)-c2ccccc2S1(=O)=O. The rat oral LD50 is 2.40, given as -log10 of the dose in mol/kg body weight (higher means more acutely toxic). (4) The drug is CCCCCCCCCCCCCOCCOCCOCCOCCOCCOCCO. The rat oral LD50 is 2.52, given as -log10 of the dose in mol/kg body weight (higher means more acutely toxic). (5) The drug is C1CN2CCN1CC2. The rat oral LD50 is 1.82, given as -log10 of the dose in mol/kg body weight (higher means more acutely toxic). (6) The molecule is CN(C)C(=S)c1ccc2c(c1)OCO2. The rat oral LD50 is 3.42, given as -log10 of the dose in mol/kg body weight (higher means more acutely toxic). (7) The drug is Nc1cc(Cl)c([N+](=O)[O-])cc1Cl. The rat oral LD50 is 1.87, given as -log10 of the dose in mol/kg body weight (higher means more acutely toxic). (8) The molecule is CN(C)C(=O)NC1CC2CCC1(Cl)C2. The rat oral LD50 is 2.22, given as -log10 of the dose in mol/kg body weight (higher means more acutely toxic).